This data is from Reaction yield outcomes from USPTO patents with 853,638 reactions. The task is: Predict the reaction yield, written as a fraction of the theoretical maximum amount of product (1.0 means a 100% yield; for example, 0.34 means a 34% yield). (1) The reactants are N1C2C(=NC=CC=2)N([N:10]2[C:14](/[CH:15]=[C:16]3\[C:17](=[O:26])[NH:18][C:19]4[C:24]\3=[CH:23][C:22]([F:25])=[CH:21][CH:20]=4)=[C:13]([CH3:27])[C:12]([C:28]([O-:30])=O)=[C:11]2[CH3:31])N=1.CO.[CH3:34][N:35]([CH:37]=O)C. The catalyst is [Pd]. The product is [NH:35]1[CH2:37][CH2:31][CH:11]([NH:10][C:28]([C:12]2[C:13]([CH3:27])=[C:14](/[CH:15]=[C:16]3\[C:17](=[O:26])[NH:18][C:19]4[C:24]\3=[CH:23][C:22]([F:25])=[CH:21][CH:20]=4)[NH:10][C:11]=2[CH3:31])=[O:30])[CH2:12][CH2:34]1. The yield is 0.437. (2) The reactants are [C:1]([O:5][C:6]([NH:8][C@H:9]([CH2:29][C:30]1[CH:35]=[C:34]([F:36])[C:33]([F:37])=[CH:32][C:31]=1[F:38])[CH2:10][C:11]([N:13]1[CH2:18][CH2:17][N:16]2[C:19]([C:25]([F:28])([F:27])[F:26])=[N:20][C:21]([C:22]([OH:24])=[O:23])=[C:15]2[CH2:14]1)=[O:12])=[O:7])([CH3:4])([CH3:3])[CH3:2].ON1C2C=CC=CC=2N=N1.Cl.CN(C)CCCN=C=NCC.[CH2:61](O)[C:62]1[CH:67]=[CH:66][CH:65]=[CH:64][CH:63]=1. The catalyst is ClCCl. The product is [CH2:61]([O:23][C:22]([C:21]1[N:20]=[C:19]([C:25]([F:27])([F:28])[F:26])[N:16]2[CH2:17][CH2:18][N:13]([C:11](=[O:12])[CH2:10][C@H:9]([NH:8][C:6]([O:5][C:1]([CH3:4])([CH3:2])[CH3:3])=[O:7])[CH2:29][C:30]3[CH:35]=[C:34]([F:36])[C:33]([F:37])=[CH:32][C:31]=3[F:38])[CH2:14][C:15]=12)=[O:24])[C:62]1[CH:67]=[CH:66][CH:65]=[CH:64][CH:63]=1. The yield is 0.200.